From a dataset of Full USPTO retrosynthesis dataset with 1.9M reactions from patents (1976-2016). Predict the reactants needed to synthesize the given product. Given the product [Br:60][CH2:37][C:36]([C@H:33]1[C@@H:24]2[C@@H:25]3[C@@:20]([CH3:49])([CH2:21][CH2:22][C@@:23]2([C:39]([O:41][Si:42]([C:45]([CH3:48])([CH3:47])[CH3:46])([CH3:43])[CH3:44])=[O:40])[CH2:35][CH2:34]1)[C@@:19]1([CH3:50])[C@@H:28]([C@:29]2([CH3:32])[C@@H:16]([CH2:17][CH2:18]1)[C:15]([CH3:52])([CH3:51])[C:14]([C:11]1[CH:12]=[CH:13][C:8]([C:6]([O:5][C:1]([CH3:4])([CH3:2])[CH3:3])=[O:7])=[CH:9][CH:10]=1)=[CH:31][CH2:30]2)[CH2:27][CH2:26]3)=[CH2:38], predict the reactants needed to synthesize it. The reactants are: [C:1]([O:5][C:6]([C:8]1[CH:13]=[CH:12][C:11]([C:14]2[C:15]([CH3:52])([CH3:51])[C@H:16]3[C@:29]([CH3:32])([CH2:30][CH:31]=2)[C@@H:28]2[C@:19]([CH3:50])([C@@:20]4([CH3:49])[C@H:25]([CH2:26][CH2:27]2)[C@H:24]2[C@H:33]([C:36]([CH3:38])=[CH2:37])[CH2:34][CH2:35][C@:23]2([C:39]([O:41][Si:42]([C:45]([CH3:48])([CH3:47])[CH3:46])([CH3:44])[CH3:43])=[O:40])[CH2:22][CH2:21]4)[CH2:18][CH2:17]3)=[CH:10][CH:9]=1)=[O:7])([CH3:4])([CH3:3])[CH3:2].C1C(=O)N([Br:60])C(=O)C1.